From a dataset of Forward reaction prediction with 1.9M reactions from USPTO patents (1976-2016). Predict the product of the given reaction. (1) Given the reactants [Br:1][C:2]1[CH:3]=[C:4]2[C:8](=[CH:9][CH:10]=1)[NH:7][C:6]([CH3:11])=[C:5]2[CH3:12].[CH2:13](Br)[C:14]1[CH:19]=[CH:18][CH:17]=[CH:16][CH:15]=1, predict the reaction product. The product is: [CH2:13]([N:7]1[C:8]2[C:4](=[CH:3][C:2]([Br:1])=[CH:10][CH:9]=2)[C:5]([CH3:12])=[C:6]1[CH3:11])[C:14]1[CH:19]=[CH:18][CH:17]=[CH:16][CH:15]=1. (2) Given the reactants [CH3:1][C@H:2]([CH2:39]C=C)[C:3]([O:5][CH2:6][C@H:7]([NH:14][C:15](=[O:38])[C@H:16]([NH:20][C:21]([O:23][CH2:24][CH:25]1[C:37]2[CH:36]=[CH:35][CH:34]=[CH:33][C:32]=2[C:31]2[C:26]1=[CH:27][CH:28]=[CH:29][CH:30]=2)=[O:22])[CH2:17][CH:18]=[CH2:19])[C:8]1[CH:13]=[CH:12][CH:11]=[CH:10][CH:9]=1)=[O:4], predict the reaction product. The product is: [CH3:39][C@H:2]1[C:3](=[O:4])[O:5][CH2:6][C@@H:7]([C:8]2[CH:13]=[CH:12][CH:11]=[CH:10][CH:9]=2)[NH:14][C:15](=[O:38])[C@H:16]([NH:20][C:21](=[O:22])[O:23][CH2:24][CH:25]2[C:37]3[CH:36]=[CH:35][CH:34]=[CH:33][C:32]=3[C:31]3[C:26]2=[CH:27][CH:28]=[CH:29][CH:30]=3)[CH2:17][CH:18]=[CH:19][CH2:1]1. (3) Given the reactants [CH3:1][C@:2]1([C:29]2[CH:34]=[CH:33][CH:32]=[CH:31][CH:30]=2)[CH2:6][O:5][C:4](=[O:7])[N:3]1[C:8]1[CH:13]=[CH:12][N:11]=[C:10]([NH:14][CH:15]([C:17]2[CH:22]=[CH:21][C:20]([N:23]3[CH2:28][CH2:27][CH2:26][CH2:25][CH2:24]3)=[CH:19][CH:18]=2)[CH3:16])[N:9]=1.CO, predict the reaction product. The product is: [CH3:1][C@:2]1([C:29]2[CH:34]=[CH:33][CH:32]=[CH:31][CH:30]=2)[CH2:6][O:5][C:4](=[O:7])[N:3]1[C:8]1[CH:13]=[CH:12][N:11]=[C:10]([NH:14][C@H:15]([C:17]2[CH:22]=[CH:21][C:20]([N:23]3[CH2:28][CH2:27][CH2:26][CH2:25][CH2:24]3)=[CH:19][CH:18]=2)[CH3:16])[N:9]=1.[CH3:1][C@:2]1([C:29]2[CH:34]=[CH:33][CH:32]=[CH:31][CH:30]=2)[CH2:6][O:5][C:4](=[O:7])[N:3]1[C:8]1[CH:13]=[CH:12][N:11]=[C:10]([NH:14][C@@H:15]([C:17]2[CH:22]=[CH:21][C:20]([N:23]3[CH2:28][CH2:27][CH2:26][CH2:25][CH2:24]3)=[CH:19][CH:18]=2)[CH3:16])[N:9]=1. (4) Given the reactants [CH3:1][O:2][C:3]1[CH:23]=[C:22]([O:24][CH3:25])[CH:21]=[CH:20][C:4]=1[CH2:5][NH:6][C:7]1[S:8][C:9]([C:12](=O)[CH2:13][C:14](=O)[CH:15]([F:17])[F:16])=[CH:10][N:11]=1.Cl.[Cl:27][C:28]1[CH:33]=[CH:32][CH:31]=[C:30]([Cl:34])[C:29]=1[NH:35][NH2:36].O.C([O-])(O)=O.[Na+], predict the reaction product. The product is: [Cl:27][C:28]1[CH:33]=[CH:32][CH:31]=[C:30]([Cl:34])[C:29]=1[N:35]1[C:12]([C:9]2[S:8][C:7]([NH:6][CH2:5][C:4]3[CH:20]=[CH:21][C:22]([O:24][CH3:25])=[CH:23][C:3]=3[O:2][CH3:1])=[N:11][CH:10]=2)=[CH:13][C:14]([CH:15]([F:17])[F:16])=[N:36]1. (5) Given the reactants [CH:1]1[C:13]2[NH:12][C:11]3[C:6](=[CH:7][CH:8]=[CH:9][CH:10]=3)[C:5]=2[CH:4]=[CH:3][C:2]=1C1(C=CC=CC1)C=O.Br[C:23]1[CH:28]=[CH:27][C:26]([C:29]2[CH:34]=[CH:33][C:32]([N:35]3[C:47]4[CH:46]=[CH:45][CH:44]=[CH:43][C:42]=4[C:41]4[C:36]3=[CH:37][CH:38]=[CH:39][CH:40]=4)=[CH:31][CH:30]=2)=[CH:25][CH:24]=1.N1[C:61]2[C:52](=[CH:53][CH:54]=[C:55]3[C:60]=2N=CC=C3)[CH:51]=CC=1.C(=O)([O-])[O-:63].[K+].[K+], predict the reaction product. The product is: [CH:46]1[C:47]2[N:35]([C:32]3[CH:33]=[CH:34][C:29]([C:26]4[CH:27]=[CH:28][C:23]([N:12]5[C:4]6[CH:3]=[C:2]([C:55]7[CH:60]=[CH:61][C:52]([CH:51]=[O:63])=[CH:53][CH:54]=7)[CH:1]=[CH:13][C:5]=6[C:6]6[C:11]5=[CH:10][CH:9]=[CH:8][CH:7]=6)=[CH:24][CH:25]=4)=[CH:30][CH:31]=3)[C:36]3[C:41](=[CH:40][CH:39]=[CH:38][CH:37]=3)[C:42]=2[CH:43]=[CH:44][CH:45]=1. (6) Given the reactants [CH3:1][O:2][C@@H:3]1[CH2:8][CH2:7][C@H:6]([NH:9][C:10](=[O:19])[O:11][CH2:12][C:13]2[CH:18]=[CH:17][CH:16]=[CH:15][CH:14]=2)[C@H:5]([CH2:20][O:21]C(C2C=CC=CC=2)(C2C=CC=CC=2)C2C=CC=CC=2)[CH2:4]1, predict the reaction product. The product is: [OH:21][CH2:20][C@@H:5]1[CH2:4][C@H:3]([O:2][CH3:1])[CH2:8][CH2:7][C@@H:6]1[NH:9][C:10](=[O:19])[O:11][CH2:12][C:13]1[CH:14]=[CH:15][CH:16]=[CH:17][CH:18]=1. (7) Given the reactants Br[CH2:2][CH2:3][O:4][CH2:5][CH2:6][Br:7].[Cl:8][C:9]1[CH:10]=[N:11][CH:12]=[C:13]([Cl:30])[C:14]=1[NH:15][C:16]1[C:25]2[C:20](=[C:21]([OH:28])[C:22]([O:26][CH3:27])=[CH:23][CH:24]=2)[O:19][C:18](=[O:29])[CH:17]=1, predict the reaction product. The product is: [Br:7][CH2:6][CH2:5][O:4][CH2:3][CH2:2][O:28][C:21]1[C:22]([O:26][CH3:27])=[CH:23][CH:24]=[C:25]2[C:20]=1[O:19][C:18](=[O:29])[CH:17]=[C:16]2[NH:15][C:14]1[C:13]([Cl:30])=[CH:12][N:11]=[CH:10][C:9]=1[Cl:8].